This data is from Full USPTO retrosynthesis dataset with 1.9M reactions from patents (1976-2016). The task is: Predict the reactants needed to synthesize the given product. (1) Given the product [Cl:8][C:6]1[N:7]=[C:2]([NH:21][C:20]2[CH:22]=[CH:23][CH:24]=[C:18]([S:15]([CH3:14])(=[O:17])=[O:16])[CH:19]=2)[C:3]([C:11]([NH2:13])=[O:12])=[N:4][C:5]=1[CH2:9][CH3:10], predict the reactants needed to synthesize it. The reactants are: Cl[C:2]1[C:3]([C:11]([NH2:13])=[O:12])=[N:4][C:5]([CH2:9][CH3:10])=[C:6]([Cl:8])[N:7]=1.[CH3:14][S:15]([C:18]1[CH:19]=[C:20]([CH:22]=[CH:23][CH:24]=1)[NH2:21])(=[O:17])=[O:16].C(N(CC)C(C)C)(C)C. (2) The reactants are: [C:1]([NH:4][CH2:5][CH2:6][CH2:7][S:8]([O:11][CH2:12][C:13]([CH3:44])([CH3:43])[C@@H:14]([O:35]CC1C=CC=CC=1)[C:15]([O:17][CH2:18][CH2:19][O:20][C:21](=[O:34])[C:22]([CH3:33])([CH3:32])[CH2:23][O:24]CC1C=CC=CC=1)=[O:16])(=[O:10])=[O:9])(=[O:3])[CH3:2]. Given the product [C:1]([NH:4][CH2:5][CH2:6][CH2:7][S:8]([O:11][CH2:12][C:13]([CH3:44])([CH3:43])[C@@H:14]([OH:35])[C:15]([O:17][CH2:18][CH2:19][O:20][C:21](=[O:34])[C:22]([CH3:32])([CH3:33])[CH2:23][OH:24])=[O:16])(=[O:10])=[O:9])(=[O:3])[CH3:2], predict the reactants needed to synthesize it. (3) Given the product [Cl:41][C:29]1[CH:28]=[C:27]([NH:26][C:24]2[C:25]3[N:17]([CH2:16][CH2:15][O:14][CH2:13][CH2:12][OH:11])[CH:18]=[CH:19][C:20]=3[N:21]=[CH:22][N:23]=2)[CH:32]=[CH:31][C:30]=1[O:33][C:34]1[CH:35]=[C:36]([NH:40][C:45]([CH:42]2[CH2:44][CH2:43]2)=[O:46])[CH:37]=[CH:38][CH:39]=1, predict the reactants needed to synthesize it. The reactants are: Cl.Cl.C([O:11][CH2:12][CH2:13][O:14][CH2:15][CH2:16][N:17]1[C:25]2[C:24]([NH:26][C:27]3[CH:32]=[CH:31][C:30]([O:33][C:34]4[CH:39]=[CH:38][CH:37]=[C:36]([NH2:40])[CH:35]=4)=[C:29]([Cl:41])[CH:28]=3)=[N:23][CH:22]=[N:21][C:20]=2[CH:19]=[CH:18]1)(=O)C1C=CC=CC=1.[CH:42]1([C:45](O)=[O:46])[CH2:44][CH2:43]1.Cl.C(N=C=NCCCN(C)C)C.ON1C2C=CC=CC=2N=N1.[OH-].[Na+]. (4) Given the product [Cl:1][C:2]1[CH:7]=[C:6]([F:8])[CH:5]=[CH:4][C:3]=1[C:9]1([C:15]([NH:18][CH2:19][CH2:20][CH2:21][N:22]2[CH2:27][CH2:26][CH:25]([C:28]3[CH:29]=[C:30]([NH:35][C:36](=[O:40])[CH:37]([CH3:39])[CH3:38])[CH:31]=[CH:32][C:33]=3[CH3:34])[CH2:24][CH2:23]2)=[O:17])[CH2:10][CH2:11][CH2:12][CH2:13][CH2:14]1, predict the reactants needed to synthesize it. The reactants are: [Cl:1][C:2]1[CH:7]=[C:6]([F:8])[CH:5]=[CH:4][C:3]=1[C:9]1([C:15]([OH:17])=O)[CH2:14][CH2:13][CH2:12][CH2:11][CH2:10]1.[NH2:18][CH2:19][CH2:20][CH2:21][N:22]1[CH2:27][CH2:26][CH:25]([C:28]2[CH:29]=[C:30]([NH:35][C:36](=[O:40])[CH:37]([CH3:39])[CH3:38])[CH:31]=[CH:32][C:33]=2[CH3:34])[CH2:24][CH2:23]1. (5) Given the product [Cl:29][C:26]1[CH:27]=[CH:28][C:23]([CH2:22][S:12][C:10]2[O:11][C:7]3[CH:6]=[CH:5][C:4]([N+:1]([O-:3])=[O:2])=[CH:13][C:8]=3[N:9]=2)=[CH:24][CH:25]=1, predict the reactants needed to synthesize it. The reactants are: [N+:1]([C:4]1[CH:5]=[CH:6][C:7]2[O:11][C:10](=[S:12])[NH:9][C:8]=2[CH:13]=1)([O-:3])=[O:2].C(N(CC)CC)C.Br[CH2:22][C:23]1[CH:28]=[CH:27][C:26]([Cl:29])=[CH:25][CH:24]=1.